From a dataset of Experimentally validated miRNA-target interactions with 360,000+ pairs, plus equal number of negative samples. Binary Classification. Given a miRNA mature sequence and a target amino acid sequence, predict their likelihood of interaction. (1) The miRNA is mmu-miR-147-3p with sequence GUGUGCGGAAAUGCUUCUGCUA. The protein sequence of the target gene is MSSGLWNQEKVTSPYWEERLFYLLLQECSVTDKQTQKLLRVPKGSIGQYIQDRSVGHSRVPSAKGKKNQIGLKILEQPHAVLFVDEKDVVEINEKFTELLLAITNCEERLSLFRNRIRLSKGLQVDVGSPVRVQLRSGEEKFPGVVRFRGPLLAERTVSGIFFGVELLEEGRGQGFTDGVYQGKQLFQCDEDCGVFVALDKLELIEDDDNGLESDFAGPGDTVQVEPPPLEINSRVSLKVGESTESGTVIFCDVLPGKESLGYFVGVDMDNPIGNWDGRFDGVQLCSFASVESTVLLHIN.... Result: 0 (no interaction). (2) The miRNA is hsa-miR-1-3p with sequence UGGAAUGUAAAGAAGUAUGUAU. The protein sequence of the target gene is MQPLSKLMAISKPRNLSLREQREVLRADMSWQQETNPVVETHDSEASRQKFRHFQYLKVSGPHEALSQLWELCLQWLRPEIHTKKQIIELLVLEQFLAILPEEVRTWVNLQHPNNSKDMVTLIEDVIEMLEDEDMPCKDSALQMGSIKEKMKAGSRTGKPQEPVTFKDVVVEFSKEEWGQLDSAVKNLYRNVMLENFRNLNSLRKAHLLSKPFESLKLESKKKRWIMEKEIPRKTIFDMKSISGEESSHGVIMTRLTESGHPSSDAWKGENWLYRNQKKWDINLPQEAFIPETIYTEEED.... Result: 1 (interaction). (3) The miRNA is hsa-miR-4723-5p with sequence UGGGGGAGCCAUGAGAUAAGAGCA. The protein sequence of the target gene is MEQYTTNSNSSTEQIVVQAGQIQQQQGGVTAVQLQTEAQVASASGQQVQTLQVVQGQPLMVQVSGGQLITSTGQPIMVQAVPGGQGQTIMQVPVSGTQGLQQIQLVPPGQIQIQGGQAVQVQGQQGQTQQIIIQQPQTAVTAGQTQTQQQIAVQGQQVAQTAEGQTIVYQPVNADGTILQQVTVPVSGMITIPAASLAGAQIVQTGANTNTTSSGQGTVTVTLPVAGNVVNSGGMVMMVPGAGSVPAIQRIPLPGAEMLEEEPLYVNAKQYHRILKRRQARAKLEAEGKIPKERRKYLHE.... Result: 0 (no interaction).